This data is from Catalyst prediction with 721,799 reactions and 888 catalyst types from USPTO. The task is: Predict which catalyst facilitates the given reaction. Reactant: C[C:2]1[CH:6]=[C:5]([Cl:7])[S:4][C:3]=1[C:8]([OH:10])=O.[NH2:11][CH:12]([CH3:16])[C:13]([O-:15])=[O:14].[CH3:17]N(C(ON1N=NC2C=CC=CC1=2)=[N+](C)C)C.[B-](F)(F)(F)F.CN1CCOCC1. Product: [Cl:7][C:5]1[S:4][C:3]([C:8]([NH:11][CH:12]([CH3:16])[C:13]([O:15][CH3:17])=[O:14])=[O:10])=[CH:2][CH:6]=1. The catalyst class is: 1.